This data is from PAMPA (Parallel Artificial Membrane Permeability Assay) permeability data from NCATS. The task is: Regression/Classification. Given a drug SMILES string, predict its absorption, distribution, metabolism, or excretion properties. Task type varies by dataset: regression for continuous measurements (e.g., permeability, clearance, half-life) or binary classification for categorical outcomes (e.g., BBB penetration, CYP inhibition). Dataset: pampa_ncats. (1) The molecule is CC1=NC=C(C=C1)N2CCC(CC2)CNC3=NC(=NC=C3F)C4=CC=CC=C4C(C)C. The result is 1 (high permeability). (2) The molecule is CN(C)C1=CC=CC(=C1)C2=CN=C(C3=C2CCO3)NC4=CC(=CN=C4)OC. The result is 0 (low-to-moderate permeability). (3) The molecule is CC1=CC(=NN1)NC2=NC(=NC3=CC=CC=C32)C4=CC=NC=C4. The result is 1 (high permeability). (4) The drug is CC1=CC(=C(C=C1C)[N+](=O)[O-])C2=CC=C(O2)/C=C/3\C(=NN(C3=O)C4=CC=C(C=C4)C(=O)O)C. The result is 1 (high permeability). (5) The compound is CC1=CC(=NC(=C1)NC(=S)N2CCN(CC2)C3=CC(=NC4=CC=CC=C43)C(F)(F)F)C. The result is 1 (high permeability). (6) The compound is CC1=CC=C(C=C1)C2=NC3=C(C=C(C=C3)Br)C(=C2)C(=O)NCC4=CN(N=C4)C. The result is 1 (high permeability).